This data is from Full USPTO retrosynthesis dataset with 1.9M reactions from patents (1976-2016). The task is: Predict the reactants needed to synthesize the given product. (1) Given the product [Cl:1][C:2]1[N:3]=[C:4]([O:10][CH3:11])[C:5]([C:17]([OH:19])=[O:18])=[C:6]([O:8][CH3:9])[N:7]=1, predict the reactants needed to synthesize it. The reactants are: [Cl:1][C:2]1[N:7]=[C:6]([O:8][CH3:9])[CH:5]=[C:4]([O:10][CH3:11])[N:3]=1.C([Li])CCC.[C:17](=[O:19])=[O:18].O. (2) Given the product [CH2:32]([NH:31][C:20]([C:3]1[S:4][C:5]2=[N:6][C:7]([NH2:19])=[C:8]([C:17]#[N:18])[C:9]([C:11]3[CH:16]=[CH:15][CH:14]=[CH:13][CH:12]=3)=[C:10]2[C:2]=1[NH2:1])=[O:21])[CH3:33], predict the reactants needed to synthesize it. The reactants are: [NH2:1][C:2]1[C:10]2[C:5](=[N:6][C:7]([NH2:19])=[C:8]([C:17]#[N:18])[C:9]=2[C:11]2[CH:16]=[CH:15][CH:14]=[CH:13][CH:12]=2)[S:4][C:3]=1[C:20](O)=[O:21].CN(C(O[N:31]1N=N[C:33]2C=CC=N[C:32]1=2)=[N+](C)C)C.F[P-](F)(F)(F)(F)F.C(N)C.CCN(C(C)C)C(C)C. (3) Given the product [NH2:1][C:2]1[CH:11]=[C:10]([C:12]([NH2:21])=[O:14])[CH:9]=[CH:8][C:3]=1[C:4]([O:6][CH3:7])=[O:5], predict the reactants needed to synthesize it. The reactants are: [NH2:1][C:2]1[CH:11]=[C:10]([C:12]([O-:14])=O)[CH:9]=[CH:8][C:3]=1[C:4]([O:6][CH3:7])=[O:5].C1C=C2[N:21]=NN([O-])C2=CC=1.[NH4+].Cl.C(N=C=NCCCN(C)C)C. (4) Given the product [C:1]1([CH2:7][CH2:8][N:9]2[CH2:14][CH2:13][C:12](=[N:17][OH:18])[CH2:11][CH2:10]2)[CH:6]=[CH:5][CH:4]=[CH:3][CH:2]=1, predict the reactants needed to synthesize it. The reactants are: [C:1]1([CH2:7][CH2:8][N:9]2[CH2:14][CH2:13][C:12](=O)[CH2:11][CH2:10]2)[CH:6]=[CH:5][CH:4]=[CH:3][CH:2]=1.Cl.[NH2:17][OH:18]. (5) Given the product [C:13]([C:6]1[CH:7]=[C:8]([O:11][CH3:12])[CH:9]=[CH:10][C:5]=1[CH2:4][C:3]([OH:15])=[O:2])#[N:14], predict the reactants needed to synthesize it. The reactants are: C[O:2][C:3](=[O:15])[CH2:4][C:5]1[CH:10]=[CH:9][C:8]([O:11][CH3:12])=[CH:7][C:6]=1[C:13]#[N:14].O. (6) Given the product [F:22][C:6]1[C:5]2=[N:24][O:3][C:1]([CH3:2])=[C:4]2[CH:13]=[C:8]([C:9]([O:11][CH3:12])=[O:10])[C:7]=1[NH:14][C:15]1[CH:20]=[CH:19][CH:18]=[CH:17][C:16]=1[F:21], predict the reactants needed to synthesize it. The reactants are: [C:1]([C:4]1[C:5](F)=[C:6]([F:22])[C:7]([NH:14][C:15]2[CH:20]=[CH:19][CH:18]=[CH:17][C:16]=2[F:21])=[C:8]([CH:13]=1)[C:9]([O:11][CH3:12])=[O:10])(=[O:3])[CH3:2].[N-:24]=[N+]=[N-].[Na+].